From a dataset of Forward reaction prediction with 1.9M reactions from USPTO patents (1976-2016). Predict the product of the given reaction. (1) The product is: [Br:1][C:2]1[CH:3]=[C:4]2[C:5]3([C:14]([F:17])([F:18])[CH2:15][S:21][C:20]([NH:22][C:23](=[O:30])[C:24]4[CH:25]=[CH:26][CH:27]=[CH:28][CH:29]=4)=[N:19]3)[C:6]3([CH2:7][CH2:8]3)[CH2:9][O:10][C:11]2=[CH:12][CH:13]=1. Given the reactants [Br:1][C:2]1[CH:3]=[C:4]2[C:11](=[CH:12][CH:13]=1)[O:10][CH2:9][C:6]1([CH2:8][CH2:7]1)[C:5]2([NH:19][C:20]([NH:22][C:23](=[O:30])[C:24]1[CH:29]=[CH:28][CH:27]=[CH:26][CH:25]=1)=[S:21])[C:14]([F:18])([F:17])[CH2:15]O.ClC(N(C)C)=C(C)C.C([O-])([O-])=O.[K+].[K+], predict the reaction product. (2) Given the reactants [CH3:1][S:2]([O:5][C:6]1[CH:11]=[CH:10][CH:9]=[C:8]([C:12]2([C:20]3[CH:25]=[CH:24][C:23]([F:26])=[C:22](Br)[CH:21]=3)[C:16](=[O:17])[N:15]([CH3:18])[C:14]([NH2:19])=[N:13]2)[CH:7]=1)(=[O:4])=[O:3].[Cl:28][C:29]1[CH:30]=[C:31](B(O)O)[C:32]([F:35])=[N:33][CH:34]=1.C(=O)([O-])[O-].[K+].[K+], predict the reaction product. The product is: [CH3:1][S:2]([O:5][C:6]1[CH:11]=[CH:10][CH:9]=[C:8]([C:12]2([C:20]3[CH:25]=[CH:24][C:23]([F:26])=[C:22]([C:31]4[C:32]([F:35])=[N:33][CH:34]=[C:29]([Cl:28])[CH:30]=4)[CH:21]=3)[C:16](=[O:17])[N:15]([CH3:18])[C:14]([NH2:19])=[N:13]2)[CH:7]=1)(=[O:4])=[O:3]. (3) Given the reactants Br[CH2:2][CH2:3][N:4]1[CH:8]=[CH:7][CH:6]=[CH:5]1.C(=O)([O-])[O-].[Cs+].[Cs+].[Cl:15][C:16]1[CH:25]=[C:24]([NH:26][S:27]([CH3:30])(=[O:29])=[O:28])[CH:23]=[CH:22][C:17]=1[C:18]([O:20][CH3:21])=[O:19], predict the reaction product. The product is: [N:4]1([CH2:3][CH2:2][N:26]([C:24]2[CH:23]=[CH:22][C:17]([C:18]([O:20][CH3:21])=[O:19])=[C:16]([Cl:15])[CH:25]=2)[S:27]([CH3:30])(=[O:28])=[O:29])[CH:8]=[CH:7][CH:6]=[CH:5]1.